Dataset: Forward reaction prediction with 1.9M reactions from USPTO patents (1976-2016). Task: Predict the product of the given reaction. Given the reactants [CH:1]1([N:7]2[C:11]3=[C:12]4[CH:18]=[CH:17][N:16]([CH2:19][O:20][CH2:21][CH2:22][Si:23]([CH3:26])([CH3:25])[CH3:24])[C:13]4=[N:14][CH:15]=[C:10]3[C:9](=[O:27])[NH:8]2)[CH2:6][CH2:5][CH2:4][CH2:3][CH2:2]1.[H-].[Na+].IC.[C:32]([O-:35])(O)=O.[Na+], predict the reaction product. The product is: [CH:1]1([N:7]2[C:11]3=[C:12]4[CH:18]=[CH:17][N:16]([CH2:19][O:20][CH2:21][CH2:22][Si:23]([CH3:24])([CH3:26])[CH3:25])[C:13]4=[N:14][CH:15]=[C:10]3[C:9](=[O:27])[N:8]2[CH3:32])[CH2:2][CH2:3][CH2:4][CH2:5][CH2:6]1.[CH:1]1([N:7]2[C:11]3=[C:12]4[CH:18]=[CH:17][N:16]([CH2:19][O:20][CH2:21][CH2:22][Si:23]([CH3:26])([CH3:25])[CH3:24])[C:13]4=[N:14][CH:15]=[C:10]3[C:9]([O:35][CH3:32])=[N:8]2)[CH2:2][CH2:3][CH2:4][CH2:5][CH2:6]1.